Dataset: Full USPTO retrosynthesis dataset with 1.9M reactions from patents (1976-2016). Task: Predict the reactants needed to synthesize the given product. Given the product [CH2:1]([N:8]1[C@H:13]([C:17]2[CH:22]=[CH:21][CH:20]=[CH:19][CH:18]=2)[C@H:14]([CH3:15])[O:16][CH2:10][C:9]1=[O:12])[C:2]1[CH:7]=[CH:6][CH:5]=[CH:4][CH:3]=1, predict the reactants needed to synthesize it. The reactants are: [CH2:1]([N:8]([C@H:13]([C:17]1[CH:22]=[CH:21][CH:20]=[CH:19][CH:18]=1)[C@@H:14]([OH:16])[CH3:15])[C:9](=[O:12])[CH2:10]Cl)[C:2]1[CH:7]=[CH:6][CH:5]=[CH:4][CH:3]=1.[H-].[Na+].